This data is from Experimentally validated miRNA-target interactions with 360,000+ pairs, plus equal number of negative samples. The task is: Binary Classification. Given a miRNA mature sequence and a target amino acid sequence, predict their likelihood of interaction. (1) The protein sequence of the target gene is MDFRTACEETKTGICLLQDGNQEPFKVRLHLAKDILMIQEQDVICVSGEPFYSGERTVTIRRQTVGGFGLSIKGGAEHNIPVVVSKISKEQRAELSGLLFIGDAILQINGINVRKCRHEEVVQVLRNAGEEVTLTVSFLKRAPAFLKLPLNEDCACAPSDQSSGTSSPLCDSGLHLNYHPNNTDTLSCSSWPTSPGLRWEKRWCDLRLIPLLHSRFSQYVPGTDLSRQNAFQVIAVDGVCTGIIQCLSAEDCVDWLQAIATNISNLTKHNIKKINRNFPVNQQIVYMGWCEAREQDPLQD.... Result: 0 (no interaction). The miRNA is mmu-miR-135a-5p with sequence UAUGGCUUUUUAUUCCUAUGUGA. (2) The miRNA is hsa-miR-6741-3p with sequence UCGGCUCUCUCCCUCACCCUAG. The protein sequence of the target gene is MHKHQHCCKCPECYEVTRLAALRRLEPPGYGDWQVPDPYGPSGGNGASSGYGGYSSQTLPSQAGATPTPRTKAKLIPTGRDVGPVPPKPVPGKSTPKLNGSGPGWWPECTCTNRDWYEQASPAPLLVNPEALEPSLSVNGSDGMFKYEEIVLERGNSGLGFSIAGGIDNPHVPDDPGIFITKIIPGGAAAMDGRLGVNDCVLRVNEVDVSEVVHSRAVEALKEAGPVVRLVVRRRQPPPETIMEVNLLKGPKGLGFSIAGGIGNQHIPGDNSIYITKIIEGGAAQKDGRLQIGDRLLAVN.... Result: 0 (no interaction).